This data is from Forward reaction prediction with 1.9M reactions from USPTO patents (1976-2016). The task is: Predict the product of the given reaction. (1) Given the reactants [OH:1][Si:2]([CH3:18])([C:12]1[CH:17]=[CH:16][CH:15]=[CH:14][CH:13]=1)[C:3]1[CH:11]=[CH:10][C:6]([C:7]([OH:9])=O)=[CH:5][CH:4]=1.[CH2:19](Cl)[CH2:20]Cl.[CH:23]1[CH:24]=[CH:25][C:26]2[N:31](O)N=[N:29][C:27]=2[CH:28]=1.CN([CH:36]=[O:37])C, predict the reaction product. The product is: [CH2:7]([O:9][C:36](=[O:37])[NH:29][C:27]1[CH:28]=[CH:23][C:24]([C:20]2[CH:19]=[CH:17][CH:12]=[CH:13][CH:14]=2)=[CH:25][C:26]=1[NH:31][C:7](=[O:9])[C:6]1[CH:5]=[CH:4][C:3]([Si:2]([OH:1])([CH3:18])[C:12]2[CH:17]=[CH:16][CH:15]=[CH:14][CH:13]=2)=[CH:11][CH:10]=1)[C:6]1[CH:10]=[CH:11][CH:3]=[CH:4][CH:5]=1. (2) Given the reactants [O:1]1[CH2:6][CH2:5][N:4]([C:7]2[CH:12]=[CH:11][N:10]=[C:9]([CH2:13][O:14][C:15]3[CH:25]=[N:24][CH:23]=[CH:22][C:16]=3[C:17](OCC)=[O:18])[N:8]=2)[CH2:3][CH2:2]1.[H-].[Na+], predict the reaction product. The product is: [O:1]1[CH2:6][CH2:5][N:4]([C:7]2[CH:12]=[CH:11][N:10]=[C:9]([C:13]3[O:14][C:15]4=[CH:25][N:24]=[CH:23][CH:22]=[C:16]4[C:17]=3[OH:18])[N:8]=2)[CH2:3][CH2:2]1. (3) Given the reactants Br[C:2]1[CH:11]=[CH:10][C:9]2[N:8]=[CH:7][C:6]3[N:12]([CH3:32])[C:13](=[O:31])[N:14]([C:15]4[C:16]([CH3:30])=[N:17][N:18]([CH2:20][C:21]([N:23]5[CH2:28][CH2:27][N:26]([CH3:29])[CH2:25][CH2:24]5)=[O:22])[CH:19]=4)[C:5]=3[C:4]=2[CH:3]=1.[C:33]1(B(O)O)[CH:38]=[CH:37][CH:36]=[CH:35][CH:34]=1, predict the reaction product. The product is: [CH3:32][N:12]1[C:6]2[CH:7]=[N:8][C:9]3[CH:10]=[CH:11][C:2]([C:33]4[CH:38]=[CH:37][CH:36]=[CH:35][CH:34]=4)=[CH:3][C:4]=3[C:5]=2[N:14]([C:15]2[C:16]([CH3:30])=[N:17][N:18]([CH2:20][C:21]([N:23]3[CH2:28][CH2:27][N:26]([CH3:29])[CH2:25][CH2:24]3)=[O:22])[CH:19]=2)[C:13]1=[O:31]. (4) Given the reactants [Cl:1][C:2]1[CH:7]=[C:6]([CH3:8])[N:5]=[C:4]([CH3:9])[CH:3]=1.FC(F)(F)C(O)=O.S(=O)(=O)(O)O.C1C(=O)N([Br:29])C(=O)C1.[OH-].[Na+], predict the reaction product. The product is: [Br:29][C:3]1[C:4]([CH3:9])=[N:5][C:6]([CH3:8])=[CH:7][C:2]=1[Cl:1]. (5) Given the reactants [C:1]1([C:7]2[N:8]=[C:9]([C:12]([OH:14])=O)[S:10][CH:11]=2)[CH:6]=[CH:5][CH:4]=[CH:3][CH:2]=1.[NH2:15][C@@H:16]1[C@H:20]2[O:21][CH2:22][C@H:23]([NH:24][C:25]([CH:27]3[CH2:29][CH2:28]3)=[O:26])[C@H:19]2[O:18][CH2:17]1, predict the reaction product. The product is: [CH:27]1([C:25]([NH:24][C@@H:23]2[C@H:19]3[O:18][CH2:17][C@H:16]([NH:15][C:12]([C:9]4[S:10][CH:11]=[C:7]([C:1]5[CH:2]=[CH:3][CH:4]=[CH:5][CH:6]=5)[N:8]=4)=[O:14])[C@H:20]3[O:21][CH2:22]2)=[O:26])[CH2:28][CH2:29]1.